From a dataset of Full USPTO retrosynthesis dataset with 1.9M reactions from patents (1976-2016). Predict the reactants needed to synthesize the given product. Given the product [CH2:12]([O:11][C:9]([C:3]1([F:2])[CH2:4][CH2:5][N:6]([CH:14]2[CH2:17][CH2:16][CH2:15]2)[CH2:7][CH2:8]1)=[O:10])[CH3:13], predict the reactants needed to synthesize it. The reactants are: Cl.[F:2][C:3]1([C:9]([O:11][CH2:12][CH3:13])=[O:10])[CH2:8][CH2:7][NH:6][CH2:5][CH2:4]1.[C:14]1(=O)[CH2:17][CH2:16][CH2:15]1.CC(O)=O.C(O[BH-](OC(=O)C)OC(=O)C)(=O)C.[Na+].[OH-].[Na+].